From a dataset of Full USPTO retrosynthesis dataset with 1.9M reactions from patents (1976-2016). Predict the reactants needed to synthesize the given product. The reactants are: [CH2:1]1[C:6]2[C:7]3[C:13](=[O:14])[NH:12][C:11]4[CH:15]=[CH:16][CH:17]=[CH:18][C:10]=4[S:9][C:8]=3[S:19][C:5]=2[CH2:4][CH2:3][CH2:2]1.ClC1C(=O)C(C#N)=C(C#N)C(=O)C=1Cl. Given the product [CH:1]1[C:6]2[C:7]3[C:13](=[O:14])[NH:12][C:11]4[CH:15]=[CH:16][CH:17]=[CH:18][C:10]=4[S:9][C:8]=3[S:19][C:5]=2[CH:4]=[CH:3][CH:2]=1, predict the reactants needed to synthesize it.